Predict the reaction yield, written as a fraction of the theoretical maximum amount of product (1.0 means a 100% yield; for example, 0.34 means a 34% yield). From a dataset of Reaction yield outcomes from USPTO patents with 853,638 reactions. The reactants are [F:1][C:2]([F:25])([F:24])[C:3]1[N:8]2[CH:9]=[N:10][C:11]([C:12]#[N:13])=[C:7]2[N:6]=[C:5]([C:14]2[CH:19]=[CH:18][C:17]([C:20]([F:23])([F:22])[F:21])=[CH:16][CH:15]=2)[CH:4]=1.Cl.[NH2:27][OH:28].C(=O)([O-])[O-].[K+].[K+]. The catalyst is C(O)C. The product is [OH:28][NH:27][C:12]([C:11]1[N:10]=[CH:9][N:8]2[C:3]([C:2]([F:24])([F:1])[F:25])=[CH:4][C:5]([C:14]3[CH:15]=[CH:16][C:17]([C:20]([F:23])([F:21])[F:22])=[CH:18][CH:19]=3)=[N:6][C:7]=12)=[NH:13]. The yield is 0.200.